This data is from Forward reaction prediction with 1.9M reactions from USPTO patents (1976-2016). The task is: Predict the product of the given reaction. (1) Given the reactants Cl[C:2](Cl)([O:4]C(=O)OC(Cl)(Cl)Cl)Cl.[F:13][C:14]1[C:19]([O:20][CH3:21])=[CH:18][C:17]([O:22][CH3:23])=[C:16]([F:24])[C:15]=1[NH:25][CH2:26][C:27]1[C:28]([NH:35][C:36]2[CH:37]=[N:38][CH:39]=[CH:40][CH:41]=2)=[CH:29][C:30]([CH:33]=[CH2:34])=[N:31][CH:32]=1.C(N(CC)C(C)C)(C)C, predict the reaction product. The product is: [F:13][C:14]1[C:19]([O:20][CH3:21])=[CH:18][C:17]([O:22][CH3:23])=[C:16]([F:24])[C:15]=1[N:25]1[CH2:26][C:27]2[CH:32]=[N:31][C:30]([CH:33]=[CH2:34])=[CH:29][C:28]=2[N:35]([C:36]2[CH:37]=[N:38][CH:39]=[CH:40][CH:41]=2)[C:2]1=[O:4]. (2) Given the reactants [C:1]([O:5][C:6]([N:8]1[CH2:13][CH2:12][CH:11]([C:14]2[C:23]3[C:18](=[CH:19][C:20]([O:24][CH2:25][CH2:26][CH2:27]OS(C)(=O)=O)=[CH:21][CH:22]=3)[N:17]=[CH:16][N:15]=2)[CH2:10][CH2:9]1)=[O:7])([CH3:4])([CH3:3])[CH3:2].[NH:33]1[CH2:38][CH2:37][NH:36][CH2:35][CH2:34]1, predict the reaction product. The product is: [C:1]([O:5][C:6]([N:8]1[CH2:9][CH2:10][CH:11]([C:14]2[C:23]3[C:18](=[CH:19][C:20]([O:24][CH2:25][CH2:26][CH2:27][N:33]4[CH2:38][CH2:37][NH:36][CH2:35][CH2:34]4)=[CH:21][CH:22]=3)[N:17]=[CH:16][N:15]=2)[CH2:12][CH2:13]1)=[O:7])([CH3:2])([CH3:3])[CH3:4]. (3) Given the reactants [I-].[CH3:2][S+](C)(C)=O.[H-].[Na+].[Cl:9][CH2:10][CH2:11][CH2:12][CH2:13][C:14](=[O:16])[CH3:15], predict the reaction product. The product is: [Cl:9][CH2:10][CH2:11][CH2:12][CH2:13][C:14]1([CH3:2])[O:16][CH2:15]1. (4) Given the reactants [F:1][C:2]([F:15])([F:14])[CH2:3][O:4][C:5]1[CH:13]=[CH:12][C:8]([C:9]([OH:11])=O)=[CH:7][N:6]=1.Cl.[CH3:17][S:18]([C:21]1[CH:28]=[CH:27][CH:26]=[CH:25][C:22]=1[CH2:23][NH2:24])(=[O:20])=[O:19].ON1C2C=CC=CC=2N=N1.Cl.C(N=C=NCCCN(C)C)C.C(N(C(C)C)CC)(C)C, predict the reaction product. The product is: [CH3:17][S:18]([C:21]1[CH:28]=[CH:27][CH:26]=[CH:25][C:22]=1[CH2:23][NH:24][C:9](=[O:11])[C:8]1[CH:12]=[CH:13][C:5]([O:4][CH2:3][C:2]([F:1])([F:15])[F:14])=[N:6][CH:7]=1)(=[O:19])=[O:20]. (5) Given the reactants C(N(CC)CC)C.[C:8]1([C:34]2[CH:39]=[CH:38][CH:37]=[CH:36][CH:35]=2)[CH:13]=[CH:12][C:11]([S:14]([N:17]2[CH2:21][CH2:20][S:19][CH:18]2[C:22]([NH:24][CH:25]([C:32]#[N:33])[C:26]2[CH:31]=[CH:30][CH:29]=[CH:28][CH:27]=2)=[O:23])(=[O:16])=[O:15])=[CH:10][CH:9]=1.Cl.[NH2:41][OH:42], predict the reaction product. The product is: [NH2:33]/[C:32](=[N:41]\[OH:42])/[C@H:25]([NH:24][C:22]([CH:18]1[N:17]([S:14]([C:11]2[CH:12]=[CH:13][C:8]([C:34]3[CH:35]=[CH:36][CH:37]=[CH:38][CH:39]=3)=[CH:9][CH:10]=2)(=[O:15])=[O:16])[CH2:21][CH2:20][S:19]1)=[O:23])[C:26]1[CH:31]=[CH:30][CH:29]=[CH:28][CH:27]=1. (6) Given the reactants [Cl:1][C:2]1[CH:19]=[CH:18][C:5]([N:6]([CH3:17])[S:7]([C:10]2[CH:15]=[CH:14][C:13]([CH3:16])=[CH:12][CH:11]=2)(=[O:9])=[O:8])=[C:4]([N+:20]([O-])=O)[CH:3]=1.C(=O)(O)[O-].[Na+], predict the reaction product. The product is: [NH2:20][C:4]1[CH:3]=[C:2]([Cl:1])[CH:19]=[CH:18][C:5]=1[N:6]([CH3:17])[S:7]([C:10]1[CH:11]=[CH:12][C:13]([CH3:16])=[CH:14][CH:15]=1)(=[O:9])=[O:8]. (7) Given the reactants [N:1]1[C:10]2[C:5](=[CH:6][CH:7]=[CH:8][CH:9]=2)[CH:4]=[CH:3][C:2]=1[NH:11][CH2:12][CH2:13][NH2:14].[CH:15]([C:17]12[CH2:31][CH:24]([C:25]3[CH:26]=[CH:27][CH:28]=[CH:29][C:30]=31)[C:23]1[C:18]2=[CH:19][CH:20]=[CH:21][CH:22]=1)=O, predict the reaction product. The product is: [CH:19]1[C:18]2[C:17]3([CH2:15][NH:14][CH2:13][CH2:12][NH:11][C:2]4[CH:3]=[CH:4][C:5]5[C:10](=[CH:9][CH:8]=[CH:7][CH:6]=5)[N:1]=4)[CH2:31][CH:24]([C:25]4[C:30]3=[CH:29][CH:28]=[CH:27][CH:26]=4)[C:23]=2[CH:22]=[CH:21][CH:20]=1. (8) Given the reactants Cl.O1CCOCC1.C(OC(=O)[NH:14][CH:15]([C:22]1[CH:27]=[CH:26][CH:25]=[C:24]([O:28][CH2:29][C:30]2[O:34][N:33]=[C:32]([C:35]3[CH:40]=[CH:39][C:38]([CH2:41][CH:42]4[O:46][CH2:45][CH2:44][O:43]4)=[CH:37][CH:36]=3)[N:31]=2)[CH:23]=1)[C:16]1[CH:21]=[CH:20][CH:19]=[CH:18][CH:17]=1)(C)(C)C, predict the reaction product. The product is: [CH3:45][O:46][CH:42]([O:43][CH3:44])[CH2:41][C:38]1[CH:37]=[CH:36][C:35]([C:32]2[N:31]=[C:30]([CH2:29][O:28][C:24]3[CH:23]=[C:22]([CH:15]([C:16]4[CH:17]=[CH:18][CH:19]=[CH:20][CH:21]=4)[NH2:14])[CH:27]=[CH:26][CH:25]=3)[O:34][N:33]=2)=[CH:40][CH:39]=1.